From a dataset of Full USPTO retrosynthesis dataset with 1.9M reactions from patents (1976-2016). Predict the reactants needed to synthesize the given product. Given the product [F:32][C:30]1[CH:31]=[C:25]([O:24][CH3:23])[CH:26]=[C:27]([F:33])[C:28]=1[NH:29][C:12](=[NH:13])[CH2:11][C:10]([C:4]1[CH:5]=[CH:6][C:7]([F:9])=[CH:8][C:3]=1[F:2])=[O:22], predict the reactants needed to synthesize it. The reactants are: Cl.[F:2][C:3]1[CH:8]=[C:7]([F:9])[CH:6]=[CH:5][C:4]=1[C:10](=[O:22])[CH2:11][C:12](SC1C=CC(Cl)=CC=1)=[NH:13].[CH3:23][O:24][C:25]1[CH:31]=[C:30]([F:32])[C:28]([NH2:29])=[C:27]([F:33])[CH:26]=1.